Predict the reaction yield, written as a fraction of the theoretical maximum amount of product (1.0 means a 100% yield; for example, 0.34 means a 34% yield). From a dataset of Reaction yield outcomes from USPTO patents with 853,638 reactions. (1) The reactants are [CH2:1]([O:3][C:4]([C:6]1[CH:7]=[N:8][C:9]2[C:14]([C:15]=1Cl)=[CH:13][CH:12]=[CH:11][C:10]=2[N+:17]([O-])=O)=[O:5])[CH3:2].[CH2:20]([NH2:24])[CH:21]([CH3:23])[CH3:22]. No catalyst specified. The product is [CH2:1]([O:3][C:4]([C:6]1[CH:7]=[N:8][C:9]2[C:14]([C:15]=1[NH:24][CH2:20][CH:21]([CH3:23])[CH3:22])=[CH:13][CH:12]=[CH:11][C:10]=2[NH2:17])=[O:5])[CH3:2]. The yield is 0.820. (2) The reactants are [O:1]1[CH:5]=[CH:4][C:3]([C:6]2[NH:7][C:8]3[N:9]([N:16]=[CH:17][C:18]=3[C:19]#[N:20])[C:10](=[O:15])[C:11]=2[CH:12]([CH3:14])[CH3:13])=[CH:2]1.[C:21]([O-])([O-])=O.[K+].[K+].CI. The catalyst is CN(C=O)C. The product is [O:1]1[CH:5]=[CH:4][C:3]([C:6]2[N:7]([CH3:21])[C:8]3[N:9]([N:16]=[CH:17][C:18]=3[C:19]#[N:20])[C:10](=[O:15])[C:11]=2[CH:12]([CH3:14])[CH3:13])=[CH:2]1. The yield is 0.0400. (3) The reactants are [C:1]([O:4][C@@H:5]1[C@@H:10]([O:11][C:12](=[O:14])[CH3:13])[C@H:9]([O:15][C:16](=[O:18])[CH3:17])[C@@H:8]([CH2:19][O:20][C:21](=[O:23])[CH3:22])[O:7][C:6]1([C:26]1[CH:31]=[CH:30][C:29](Br)=[C:28]([CH2:33][C:34]2[CH:43]=[CH:42][C:37]3[O:38][CH2:39][CH2:40][O:41][C:36]=3[CH:35]=2)[CH:27]=1)[O:24][CH3:25])(=[O:3])[CH3:2].[CH:44]1(B(O)O)[CH2:46][CH2:45]1.[O-]P([O-])([O-])=O.[K+].[K+].[K+].C1(P(C2CCCCC2)C2CCCCC2)CCCCC1. The catalyst is C1(C)C=CC=CC=1.O.CCOC(C)=O.C([O-])(=O)C.[Pd+2].C([O-])(=O)C. The product is [C:1]([O:4][C@@H:5]1[C@@H:10]([O:11][C:12](=[O:14])[CH3:13])[C@H:9]([O:15][C:16](=[O:18])[CH3:17])[C@@H:8]([CH2:19][O:20][C:21](=[O:23])[CH3:22])[O:7][C:6]1([C:26]1[CH:31]=[CH:30][C:29]([CH:44]2[CH2:46][CH2:45]2)=[C:28]([CH2:33][C:34]2[CH:43]=[CH:42][C:37]3[O:38][CH2:39][CH2:40][O:41][C:36]=3[CH:35]=2)[CH:27]=1)[O:24][CH3:25])(=[O:3])[CH3:2]. The yield is 0.740. (4) The reactants are [I:1][C:2]1[O:3][C:4]([C:12]2[CH:17]=[CH:16][C:15]([O:18][CH3:19])=[CH:14][CH:13]=2)=[C:5]([C:7]([O:9]CC)=[O:8])[N:6]=1.[OH-].C[Sn+](C)C. The yield is 0.990. The catalyst is ClCCCl. The product is [I:1][C:2]1[O:3][C:4]([C:12]2[CH:17]=[CH:16][C:15]([O:18][CH3:19])=[CH:14][CH:13]=2)=[C:5]([C:7]([OH:9])=[O:8])[N:6]=1. (5) The yield is 0.660. The catalyst is COCCOC.CCOC(C)=O.C1C=CC([P]([Pd]([P](C2C=CC=CC=2)(C2C=CC=CC=2)C2C=CC=CC=2)([P](C2C=CC=CC=2)(C2C=CC=CC=2)C2C=CC=CC=2)[P](C2C=CC=CC=2)(C2C=CC=CC=2)C2C=CC=CC=2)(C2C=CC=CC=2)C2C=CC=CC=2)=CC=1. The product is [NH2:1][C:2]1[CH:3]=[C:4]([C:7]([C:15]2[CH:14]=[CH:13][C:12]([Cl:11])=[CH:17][C:16]=2[Cl:18])=[CH:8][N:9]=1)[C:5]#[N:6]. The reactants are [NH2:1][C:2]1[CH:3]=[C:4]([C:7](Br)=[CH:8][N:9]=1)[C:5]#[N:6].[Cl:11][C:12]1[CH:17]=[C:16]([Cl:18])[CH:15]=[CH:14][C:13]=1B(O)O.C([O-])([O-])=O.[Na+].[Na+]. (6) The reactants are [CH3:1][C:2]1[N:6]([CH2:7][C:8]2[C:17]3[C:12](=[CH:13][CH:14]=[CH:15][CH:16]=3)[CH:11]=[CH:10][CH:9]=2)[C:5]2[CH:18]=[C:19]([N:26]3[CH2:31][CH2:30][O:29][CH2:28][CH2:27]3)[CH:20]=[C:21]([C:22]([O:24]C)=[O:23])[C:4]=2[N:3]=1.[Li+].[OH-].Cl. The catalyst is C1COCC1.O. The product is [CH3:1][C:2]1[N:6]([CH2:7][C:8]2[C:17]3[C:12](=[CH:13][CH:14]=[CH:15][CH:16]=3)[CH:11]=[CH:10][CH:9]=2)[C:5]2[CH:18]=[C:19]([N:26]3[CH2:31][CH2:30][O:29][CH2:28][CH2:27]3)[CH:20]=[C:21]([C:22]([OH:24])=[O:23])[C:4]=2[N:3]=1. The yield is 0.910. (7) The yield is 0.970. The catalyst is CN(C)C=O. The product is [CH3:21][O:20][C:18](=[O:19])[CH2:17][CH2:16][S:15][C:2]1[CH:11]=[CH:10][C:5]([C:6]([O:8][CH3:9])=[O:7])=[CH:4][C:3]=1[N+:12]([O-:14])=[O:13]. The reactants are Cl[C:2]1[CH:11]=[CH:10][C:5]([C:6]([O:8][CH3:9])=[O:7])=[CH:4][C:3]=1[N+:12]([O-:14])=[O:13].[SH:15][CH2:16][CH2:17][C:18]([O:20][CH3:21])=[O:19].C(=O)([O-])[O-].[K+].[K+]. (8) The reactants are [NH2:1][C:2]1[C:11](Cl)=[N:10][CH:9]=[CH:8][C:3]=1[C:4]([O:6][CH3:7])=[O:5].[CH2:13]([OH:16])[C:14]#[CH:15]. The catalyst is C(#N)C.Cl[Pd](Cl)([P](C1C=CC=CC=1)(C1C=CC=CC=1)C1C=CC=CC=1)[P](C1C=CC=CC=1)(C1C=CC=CC=1)C1C=CC=CC=1.[Cu]I. The product is [NH2:1][C:2]1[C:11]([C:15]#[C:14][CH2:13][OH:16])=[N:10][CH:9]=[CH:8][C:3]=1[C:4]([O:6][CH3:7])=[O:5]. The yield is 0.180. (9) The reactants are [C:1]([O:5][C:6]([NH:8][CH:9]1[CH2:13][CH:12]([C:14]([O:16]CC)=[O:15])[CH:11]([CH2:19][CH3:20])[CH2:10]1)=[O:7])([CH3:4])([CH3:3])[CH3:2].[OH-].[Na+]. The catalyst is C1COCC1.C(Cl)Cl. The product is [C:1]([O:5][C:6]([NH:8][CH:9]1[CH2:13][CH:12]([C:14]([OH:16])=[O:15])[CH:11]([CH2:19][CH3:20])[CH2:10]1)=[O:7])([CH3:4])([CH3:3])[CH3:2]. The yield is 0.870.